Task: Predict the reaction yield, written as a fraction of the theoretical maximum amount of product (1.0 means a 100% yield; for example, 0.34 means a 34% yield).. Dataset: Reaction yield outcomes from USPTO patents with 853,638 reactions The reactants are [CH3:1][N:2]([CH3:19])[CH2:3][CH2:4][O:5][C:6]1[CH:11]=[CH:10][C:9]([NH2:12])=[CH:8][C:7]=1[C:13]1[N:14]([CH3:18])[N:15]=[CH:16][CH:17]=1.C(Cl)Cl.Cl[C:24](OC1C=CC([N+]([O-])=O)=CC=1)=[O:25].[NH2:36][C:37]1[CH:47]=[CH:46][C:40]2[O:41][C:42]([F:45])([F:44])[O:43][C:39]=2[CH:38]=1. No catalyst specified. The product is [F:44][C:42]1([F:45])[O:41][C:40]2[CH:46]=[CH:47][C:37]([NH:36][C:24]([NH:12][C:9]3[CH:10]=[CH:11][C:6]([O:5][CH2:4][CH2:3][N:2]([CH3:19])[CH3:1])=[C:7]([C:13]4[N:14]([CH3:18])[N:15]=[CH:16][CH:17]=4)[CH:8]=3)=[O:25])=[CH:38][C:39]=2[O:43]1. The yield is 0.140.